This data is from Full USPTO retrosynthesis dataset with 1.9M reactions from patents (1976-2016). The task is: Predict the reactants needed to synthesize the given product. (1) Given the product [CH3:1][C:2]1[CH:17]=[CH:16][C:5]([O:6][C:7]2[CH:8]=[C:9]([CH:10]=[CH:11][CH:12]=2)[NH2:13])=[CH:4][CH:3]=1, predict the reactants needed to synthesize it. The reactants are: [CH3:1][C:2]1[CH:17]=[CH:16][C:5]([O:6][C:7]2[CH:8]=[C:9]([N+:13]([O-])=O)[CH:10]=[CH:11][CH:12]=2)=[CH:4][CH:3]=1. (2) Given the product [Cl:18][C:5]1[S:4][C:3]2[NH:10][C:13]([C:14]([O:16][CH3:17])=[O:15])=[CH:8][C:7]=2[CH:6]=1, predict the reactants needed to synthesize it. The reactants are: [Na].Cl[C:3]1[S:4][CH:5]=[CH:6][C:7]=1[CH:8]=O.[N:10]([CH2:13][C:14]([O:16][CH3:17])=[O:15])=[N+]=[N-].[Cl-:18].[NH4+]. (3) Given the product [C:21]([O:23][CH2:1][CH2:2][CH2:3][CH2:4][CH2:5][CH2:6][CH2:7][CH2:8][CH2:9][CH2:31][CH2:30][CH2:29][CH2:28][CH2:27][CH2:26][CH3:36])(=[O:22])/[CH:20]=[CH:19]\[C:18]([O:17][CH2:1][CH2:2][CH2:3][CH2:4][CH2:5][CH2:6][CH2:7][CH2:8][CH2:9][CH2:10][CH2:11][CH2:12][CH2:13][CH2:14][CH2:15][CH3:16])=[O:24], predict the reactants needed to synthesize it. The reactants are: [CH2:1]([OH:17])[CH2:2][CH2:3][CH2:4][CH2:5][CH2:6][CH2:7][CH2:8][CH2:9][CH2:10][CH2:11][CH2:12][CH2:13][CH2:14][CH2:15][CH3:16].[C:18]1(=[O:24])[O:23][C:21](=[O:22])[CH:20]=[CH:19]1.O.[C:26]1([CH3:36])[C:27](S(O)(=O)=O)=[CH:28][CH:29]=[CH:30][CH:31]=1. (4) Given the product [C:23]([C:25]1[C:30]2[N:31]=[C:32]([C:34](=[S:10])[NH2:36])[O:33][C:29]=2[C:28]([F:37])=[C:27]([C:38]2[CH:43]=[CH:42][CH:41]=[CH:40][CH:39]=2)[C:26]=1[CH3:44])#[N:24], predict the reactants needed to synthesize it. The reactants are: COC1C=CC(P2(SP(C3C=CC(OC)=CC=3)(=S)S2)=[S:10])=CC=1.[C:23]([C:25]1[C:30]2[N:31]=[C:32]([C:34]([NH2:36])=O)[O:33][C:29]=2[C:28]([F:37])=[C:27]([C:38]2[CH:43]=[CH:42][CH:41]=[CH:40][CH:39]=2)[C:26]=1[CH3:44])#[N:24]. (5) The reactants are: [Br:1][C:2]1[CH:7]=[CH:6][CH:5]=[C:4]([Br:8])[C:3]=1[F:9].[B:10]1([B:10]2[O:14][C:13]([CH3:16])([CH3:15])[C:12]([CH3:18])([CH3:17])[O:11]2)[O:14][C:13]([CH3:16])([CH3:15])[C:12]([CH3:18])([CH3:17])[O:11]1.CC(=O)OCC. Given the product [Br:1][C:2]1[CH:7]=[C:6]([B:10]2[O:14][C:13]([CH3:16])([CH3:15])[C:12]([CH3:18])([CH3:17])[O:11]2)[CH:5]=[C:4]([Br:8])[C:3]=1[F:9], predict the reactants needed to synthesize it. (6) The reactants are: [CH2:1]([O:3][C:4]1([C:7]2[CH:12]=[CH:11][C:10]([OH:13])=[CH:9][C:8]=2[CH:14]([CH3:16])[CH3:15])[CH2:6][CH2:5]1)[CH3:2].[F:17][C:18]([F:38])([F:37])[S:19](N(C1C=CC(Cl)=CN=1)[S:19]([C:18]([F:38])([F:37])[F:17])(=[O:21])=[O:20])(=[O:21])=[O:20].C(N(CC)CC)C. Given the product [F:17][C:18]([F:38])([F:37])[S:19]([O:13][C:10]1[CH:11]=[CH:12][C:7]([C:4]2([O:3][CH2:1][CH3:2])[CH2:6][CH2:5]2)=[C:8]([CH:14]([CH3:15])[CH3:16])[CH:9]=1)(=[O:21])=[O:20], predict the reactants needed to synthesize it. (7) Given the product [C:6]([C:7]1[N:8]([C:18]2[N:19]=[CH:20][N:21]=[C:22]([NH2:25])[C:23]=2[N:24]=1)[C@@H:9]1[O:17][C@H:14]([CH2:15][OH:16])[C@@H:12]([OH:13])[C@H:10]1[OH:11])(=[O:27])[CH3:5], predict the reactants needed to synthesize it. The reactants are: Cl.C(O[CH:5]=[CH:6][C:7]1[N:8]([C:18]2[N:19]=[CH:20][N:21]=[C:22]([NH2:25])[C:23]=2[N:24]=1)[C@@H:9]1[O:17][C@H:14]([CH2:15][OH:16])[C@@H:12]([OH:13])[C@H:10]1[OH:11])C.C([O-])([O-])=[O:27].[K+].[K+].CO. (8) The reactants are: [CH3:1][C:2]1[CH:7]=[C:6]([O:8][CH2:9][CH2:10][CH2:11][CH2:12][CH2:13][CH2:14][CH2:15][CH2:16][CH2:17][CH3:18])[CH:5]=[CH:4][C:3]=1[N+:19]([O-])=O.CO.Cl.C(=O)([O-])[O-].[K+].[K+]. Given the product [CH3:1][C:2]1[CH:7]=[C:6]([O:8][CH2:9][CH2:10][CH2:11][CH2:12][CH2:13][CH2:14][CH2:15][CH2:16][CH2:17][CH3:18])[CH:5]=[CH:4][C:3]=1[NH2:19], predict the reactants needed to synthesize it. (9) Given the product [C:1]1([S:7]([C:10]2[CH:11]=[C:12]3[C:17](=[CH:18][CH:19]=2)[C:16]([C:20]#[N:21])=[CH:15][CH:14]=[CH:13]3)(=[O:9])=[O:8])[CH:2]=[CH:3][CH:4]=[CH:5][CH:6]=1, predict the reactants needed to synthesize it. The reactants are: [C:1]1([S:7]([C:10]2[CH:11]=[C:12]3[C:17](=[CH:18][CH:19]=2)[C:16]([C:20]#[N:21])=[CH:15][CH2:14][CH2:13]3)(=[O:9])=[O:8])[CH:6]=[CH:5][CH:4]=[CH:3][CH:2]=1.C(C1C(=O)C(Cl)=C(Cl)C(=O)C=1C#N)#N. (10) Given the product [CH3:1][O:2][C:3]1[CH:4]=[CH:5][C:6]([CH2:7][N:8]([CH2:30][C:31]2[CH:32]=[CH:33][C:34]([O:37][CH3:38])=[CH:35][CH:36]=2)[C:9]2[N:14]=[C:13]([CH3:15])[N:12]=[C:11]([C:16]3[C:17]([NH:22][C:23]4[CH:24]=[CH:25][C:26]([NH:29][C:42]([NH:41][CH:44]([CH3:46])[CH3:45])=[O:43])=[N:27][CH:28]=4)=[N:18][CH:19]=[CH:20][CH:21]=3)[N:10]=2)=[CH:39][CH:40]=1, predict the reactants needed to synthesize it. The reactants are: [CH3:1][O:2][C:3]1[CH:40]=[CH:39][C:6]([CH2:7][N:8]([CH2:30][C:31]2[CH:36]=[CH:35][C:34]([O:37][CH3:38])=[CH:33][CH:32]=2)[C:9]2[N:14]=[C:13]([CH3:15])[N:12]=[C:11]([C:16]3[C:17]([NH:22][C:23]4[CH:24]=[CH:25][C:26]([NH2:29])=[N:27][CH:28]=4)=[N:18][CH:19]=[CH:20][CH:21]=3)[N:10]=2)=[CH:5][CH:4]=1.[N:41]([CH:44]([CH3:46])[CH3:45])=[C:42]=[O:43].